This data is from Reaction yield outcomes from USPTO patents with 853,638 reactions. The task is: Predict the reaction yield, written as a fraction of the theoretical maximum amount of product (1.0 means a 100% yield; for example, 0.34 means a 34% yield). (1) The reactants are [C:1]1([CH3:19])[CH:6]=[CH:5][CH:4]=[CH:3][C:2]=1[C:7]1[C:17]([NH2:18])=[CH:16][C:10]2[N:11]=[C:12]([NH2:15])[N:13]=[N:14][C:9]=2[CH:8]=1.C[Si]([N-][Si](C)(C)C)(C)C.[K+].[C:30]([N:34]=[C:35]=[O:36])([CH3:33])([CH3:32])[CH3:31].C([O-])(O)=O.[Na+]. The catalyst is O1CCOCC1. The product is [NH2:15][C:12]1[N:13]=[N:14][C:9]2[CH:8]=[C:7]([C:2]3[CH:3]=[CH:4][CH:5]=[CH:6][C:1]=3[CH3:19])[C:17]([NH:18][C:35]([NH:34][C:30]([CH3:33])([CH3:32])[CH3:31])=[O:36])=[CH:16][C:10]=2[N:11]=1. The yield is 0.670. (2) The reactants are Cl[C:2]1[N:7]=[C:6]([NH:8][CH2:9][CH2:10][CH3:11])[N:5]=[C:4]([NH:12][CH2:13][CH2:14][CH3:15])[N:3]=1.[CH2:16]([O:23][NH:24][CH3:25])[C:17]1[CH:22]=[CH:21][CH:20]=[CH:19][CH:18]=1. No catalyst specified. The product is [CH2:16]([O:23][N:24]([C:2]1[N:7]=[C:6]([NH:8][CH2:9][CH2:10][CH3:11])[N:5]=[C:4]([NH:12][CH2:13][CH2:14][CH3:15])[N:3]=1)[CH3:25])[C:17]1[CH:22]=[CH:21][CH:20]=[CH:19][CH:18]=1. The yield is 0.290. (3) The product is [CH3:21][CH:6]1[C:5](=[CH2:4])[C:10](=[O:11])[CH:9]=[C:8]([C:12]2[CH:17]=[CH:16][N:15]=[CH:14][C:13]=2[N+:18]([O-:20])=[O:19])[CH2:7]1. The yield is 0.990. The catalyst is C1COCC1.CCOC(C)=O. The reactants are CN([CH2:4][CH:5]1[C:10](=[O:11])[CH:9]=[C:8]([C:12]2[CH:17]=[CH:16][N:15]=[CH:14][C:13]=2[N+:18]([O-:20])=[O:19])[CH2:7][CH:6]1[CH3:21])C.IC.C([O-])(O)=O.[Na+]. (4) The reactants are [CH2:1]([O:3][C:4](=[O:29])[CH2:5][CH2:6][CH2:7][CH2:8][CH2:9][O:10][CH2:11][CH2:12][O:13][CH2:14][CH2:15][O:16][CH2:17][CH2:18][O:19][CH2:20][CH2:21][O:22][CH2:23][CH2:24][O:25][CH2:26][CH2:27]O)[CH3:2].C(N(CC)CC)C.[CH3:37][S:38](Cl)(=[O:40])=[O:39]. The catalyst is ClCCl. The product is [CH2:1]([O:3][C:4](=[O:29])[CH2:5][CH2:6][CH2:7][CH2:8][CH2:9][O:10][CH2:11][CH2:12][O:13][CH2:14][CH2:15][O:16][CH2:17][CH2:18][O:19][CH2:20][CH2:21][O:22][CH2:23][CH2:24][O:25][CH2:26][CH2:27][S:38]([CH3:37])(=[O:40])=[O:39])[CH3:2]. The yield is 0.830. (5) The reactants are [C:1]([CH:3]1CCCC1)#[CH:2].[N+:8]([CH2:11][C:12]([O:14][CH2:15][CH3:16])=[O:13])([O-:10])=O.C([OH:19])C. The catalyst is C1N2CCN(CC2)C1. The product is [OH:19][CH2:3][C:1]1[O:10][N:8]=[C:11]([C:12]([O:14][CH2:15][CH3:16])=[O:13])[CH:2]=1. The yield is 0.960. (6) The reactants are [CH3:1][O:2][C:3]1[C:4](=[O:24])[C:5]([CH3:23])=[C:6]([CH2:12][C:13]2[CH:14]=[C:15]([CH2:19][C:20](O)=[O:21])[CH:16]=[CH:17][CH:18]=2)[C:7](=[O:11])[C:8]=1[O:9][CH3:10].[NH:25]1[CH2:30][CH2:29][S:28][CH2:27][CH2:26]1. No catalyst specified. The product is [CH3:1][O:2][C:3]1[C:4](=[O:24])[C:5]([CH3:23])=[C:6]([CH2:12][C:13]2[CH:14]=[C:15]([CH2:19][C:20]([N:25]3[CH2:30][CH2:29][S:28][CH2:27][CH2:26]3)=[O:21])[CH:16]=[CH:17][CH:18]=2)[C:7](=[O:11])[C:8]=1[O:9][CH3:10]. The yield is 0.410. (7) The reactants are [NH2:1][CH2:2][CH2:3][P:4](=[O:7])([OH:6])[OH:5].[OH-].[Na+].Cl[C:11]([O:13][CH2:14][C:15]1[CH:20]=[CH:19][CH:18]=[CH:17][CH:16]=1)=[O:12]. No catalyst specified. The product is [C:11]([NH:1][CH2:2][CH2:3][P:4](=[O:6])([OH:5])[OH:7])([O:13][CH2:14][C:15]1[CH:20]=[CH:19][CH:18]=[CH:17][CH:16]=1)=[O:12]. The yield is 0.910. (8) The reactants are [CH2:1]([NH:8][CH2:9][C:10]1[CH:15]=[CH:14][CH:13]=[CH:12][CH:11]=1)[C:2]1[CH:7]=[CH:6][CH:5]=[CH:4][CH:3]=1.Cl.[CH3:17]O.C=O.[O:21]1[CH2:26][CH2:25][C:24](=[O:27])[CH2:23][CH2:22]1. The catalyst is C(O)C. The product is [C:10]1([CH2:9][N:8]([CH2:17][CH:23]2[C:24](=[O:27])[CH2:25][CH2:26][O:21][CH2:22]2)[CH2:1][C:2]2[CH:7]=[CH:6][CH:5]=[CH:4][CH:3]=2)[CH:15]=[CH:14][CH:13]=[CH:12][CH:11]=1. The yield is 0.870. (9) The reactants are [Cl:1][CH2:2][CH2:3][O:4][C:5]1[C:6]([O:35][CH3:36])=[CH:7][C:8]2[N:12]=[CH:11][N:10]([C:13]3[S:17][C:16]([C:18]([O:20]C)=[O:19])=[C:15]([O:22][CH2:23][C:24]4[CH:29]=[CH:28][CH:27]=[CH:26][C:25]=4[C:30]([F:33])([F:32])[F:31])[CH:14]=3)[C:9]=2[CH:34]=1.[OH-].[Li+].[OH-].[Na+].C(OCC)C. The catalyst is CO. The product is [Cl:1][CH2:2][CH2:3][O:4][C:5]1[C:6]([O:35][CH3:36])=[CH:7][C:8]2[N:12]=[CH:11][N:10]([C:13]3[S:17][C:16]([C:18]([OH:20])=[O:19])=[C:15]([O:22][CH2:23][C:24]4[CH:29]=[CH:28][CH:27]=[CH:26][C:25]=4[C:30]([F:33])([F:32])[F:31])[CH:14]=3)[C:9]=2[CH:34]=1. The yield is 0.710. (10) The yield is 0.990. The reactants are [Cl:1][C:2]1[CH:3]=[CH:4][C:5]2[N:6]([C:8]([CH3:37])=[C:9]([N:11]([CH2:25][C:26]3[CH:31]=[CH:30][C:29]([O:32][C:33]([F:36])([F:35])[F:34])=[CH:28][CH:27]=3)[S:12]([C:15]3[CH:24]=[CH:23][C:18]([C:19]([O:21]C)=[O:20])=[CH:17][CH:16]=3)(=[O:14])=[O:13])[N:10]=2)[CH:7]=1.[OH-].[Na+:39]. The catalyst is CO. The product is [Cl:1][C:2]1[CH:3]=[CH:4][C:5]2[N:6]([C:8]([CH3:37])=[C:9]([N:11]([CH2:25][C:26]3[CH:31]=[CH:30][C:29]([O:32][C:33]([F:34])([F:35])[F:36])=[CH:28][CH:27]=3)[S:12]([C:15]3[CH:16]=[CH:17][C:18]([C:19]([O-:21])=[O:20])=[CH:23][CH:24]=3)(=[O:14])=[O:13])[N:10]=2)[CH:7]=1.[Na+:39].